Predict the product of the given reaction. From a dataset of Forward reaction prediction with 1.9M reactions from USPTO patents (1976-2016). (1) Given the reactants [NH2:1][C:2]1[S:12][C:5]2[CH2:6][N:7]([CH2:10][CH3:11])[CH2:8][CH2:9][C:4]=2[C:3]=1[C:13]([NH2:15])=[O:14].[O-:16][C:17]#[N:18].[Na+], predict the reaction product. The product is: [CH2:10]([N:7]1[CH2:8][CH2:9][C:4]2[C:3]([C:13]([NH2:15])=[O:14])=[C:2]([NH:1][C:17]([NH2:18])=[O:16])[S:12][C:5]=2[CH2:6]1)[CH3:11]. (2) The product is: [CH3:32][C:15]1[C:14]([N:33]2[CH2:38][CH2:37][O:36][CH2:35][CH2:34]2)=[N:13][C:12]([NH:11][C:10]2[C:5](=[O:4])[NH:6][CH:7]=[CH:8][CH:9]=2)=[N:17][C:16]=1[NH:18][C@@H:19]1[CH2:24][CH2:23][CH2:22][NH:21][CH2:20]1. Given the reactants CO.C[O:4][C:5]1[C:10]([NH:11][C:12]2[N:17]=[C:16]([NH:18][C@@H:19]3[CH2:24][CH2:23][CH2:22][N:21](C(OC(C)(C)C)=O)[CH2:20]3)[C:15]([CH3:32])=[C:14]([N:33]3[CH2:38][CH2:37][O:36][CH2:35][CH2:34]3)[N:13]=2)=[CH:9][CH:8]=[CH:7][N:6]=1.Cl, predict the reaction product. (3) Given the reactants [OH:1][C:2]([CH3:17])([CH3:16])[CH2:3][O:4][N:5]1[C:10]([CH3:12])([CH3:11])[CH2:9][C:8](=O)[CH2:7][C:6]1([CH3:15])[CH3:14].[NH2:18][CH2:19][CH2:20][CH2:21][CH2:22][CH2:23][CH2:24][NH2:25], predict the reaction product. The product is: [OH:1][C:2]([CH3:17])([CH3:16])[CH2:3][O:4][N:5]1[C:10]([CH3:12])([CH3:11])[CH2:9][CH:8]([NH:18][CH2:19][CH2:20][CH2:21][CH2:22][CH2:23][CH2:24][NH:25][CH:8]2[CH2:9][C:10]([CH3:12])([CH3:11])[N:5]([O:4][CH2:3][C:2]([CH3:17])([OH:1])[CH3:16])[C:6]([CH3:15])([CH3:14])[CH2:7]2)[CH2:7][C:6]1([CH3:15])[CH3:14]. (4) Given the reactants [NH2:1][C@@H:2]1[CH2:13][CH:12]=[CH:11][CH2:10][CH2:9][CH2:8][O:7][C:6](=[O:14])[C@@H:5]2[CH2:15][CH2:16][CH2:17][N:4]2[C:3]1=[O:18].C(N(CC)CC)C.[C:26](OC(=O)C)(=[O:28])[CH3:27], predict the reaction product. The product is: [O:14]=[C:6]1[C@@H:5]2[CH2:15][CH2:16][CH2:17][N:4]2[C:3](=[O:18])[C@H:2]([NH:1][C:26](=[O:28])[CH3:27])[CH2:13][CH:12]=[CH:11][CH2:10][CH2:9][CH2:8][O:7]1. (5) Given the reactants C([O:3][C:4]([C:6]1[CH:7]=[N:8][N:9]([C:12]2[CH:17]=[CH:16][C:15]([O:18][CH2:19][CH2:20][O:21][C:22]([CH3:25])([CH3:24])[CH3:23])=[CH:14][CH:13]=2)[C:10]=1[CH3:11])=[O:5])C.[OH-].[Na+], predict the reaction product. The product is: [C:22]([O:21][CH2:20][CH2:19][O:18][C:15]1[CH:14]=[CH:13][C:12]([N:9]2[C:10]([CH3:11])=[C:6]([C:4]([OH:5])=[O:3])[CH:7]=[N:8]2)=[CH:17][CH:16]=1)([CH3:25])([CH3:23])[CH3:24]. (6) Given the reactants [C:1]1([C:7]2[O:11][N:10]=[C:9]([C:12]([NH:14][CH2:15][C:16]([OH:18])=O)=[O:13])[CH:8]=2)[CH:6]=[CH:5][CH:4]=[CH:3][CH:2]=1.CCN(C(C)C)C(C)C.C1C=CC2N(O)N=NC=2C=1.CCN=C=NCCCN(C)C.Cl.Cl.[Br:51][C:52]1[CH:57]=[CH:56][CH:55]=[CH:54][C:53]=1[N:58]([CH3:65])[CH:59]1[CH2:64][CH2:63][NH:62][CH2:61][CH2:60]1, predict the reaction product. The product is: [Br:51][C:52]1[CH:57]=[CH:56][CH:55]=[CH:54][C:53]=1[N:58]([CH3:65])[CH:59]1[CH2:64][CH2:63][N:62]([C:16](=[O:18])[CH2:15][NH:14][C:12]([C:9]2[CH:8]=[C:7]([C:1]3[CH:2]=[CH:3][CH:4]=[CH:5][CH:6]=3)[O:11][N:10]=2)=[O:13])[CH2:61][CH2:60]1. (7) The product is: [C:27]1([CH2:26][CH2:25][C:24]([C:33]2[N:34]=[C:35]([CH:38]3[CH2:43][CH2:42][N:41]([C:44]([O:46][C:47]([CH3:50])([CH3:49])[CH3:48])=[O:45])[CH2:40][CH2:39]3)[S:36][CH:37]=2)=[O:23])[CH:32]=[CH:31][CH:30]=[CH:29][CH:28]=1. Given the reactants CC(OI1(OC(C)=O)(OC(C)=O)OC(=O)C2C1=CC=CC=2)=O.[OH:23][CH:24]([C:33]1[N:34]=[C:35]([CH:38]2[CH2:43][CH2:42][N:41]([C:44]([O:46][C:47]([CH3:50])([CH3:49])[CH3:48])=[O:45])[CH2:40][CH2:39]2)[S:36][CH:37]=1)[CH2:25][CH2:26][C:27]1[CH:32]=[CH:31][CH:30]=[CH:29][CH:28]=1, predict the reaction product. (8) Given the reactants [CH3:1][S:2][C:3]1[CH:8]=[CH:7][C:6]([CH:9]=[CH:10][C:11]([OH:13])=O)=[CH:5][CH:4]=1.C(Cl)(=O)C(Cl)=O.[NH3:20], predict the reaction product. The product is: [CH3:1][S:2][C:3]1[CH:8]=[CH:7][C:6]([CH:9]=[CH:10][C:11]([NH2:20])=[O:13])=[CH:5][CH:4]=1. (9) Given the reactants [OH-].[Na+].C[O:4][C:5]([C@@:7]12[CH2:13][CH:12]([CH3:14])[CH:11]1[CH2:10][N:9]([C:15]([O:17][CH2:18][C:19]1[CH:24]=[CH:23][CH:22]=[CH:21][CH:20]=1)=[O:16])[CH2:8]2)=[O:6].Cl, predict the reaction product. The product is: [CH2:18]([O:17][C:15]([N:9]1[CH2:10][CH:11]2[C@@:7]([C:5]([OH:6])=[O:4])([CH2:13][CH:12]2[CH3:14])[CH2:8]1)=[O:16])[C:19]1[CH:24]=[CH:23][CH:22]=[CH:21][CH:20]=1.